From a dataset of Reaction yield outcomes from USPTO patents with 853,638 reactions. Predict the reaction yield, written as a fraction of the theoretical maximum amount of product (1.0 means a 100% yield; for example, 0.34 means a 34% yield). (1) The reactants are O=C[C:3]([O:5][CH2:6][CH3:7])=O.COC1C=C(N)C(N)=CC=1.CO[C:20]1[CH:21]=[C:22]2[C:27](=CC=1)[NH:26][C:25](=[O:30])[CH:24]=[N:23]2. The catalyst is C1(C)C=CC=CC=1.C(O)C. The product is [CH3:3][O:5][C:6]1[CH:7]=[C:27]2[C:22]([N:23]=[CH:24][C:25](=[O:30])[NH:26]2)=[CH:21][CH:20]=1. The yield is 0.420. (2) The product is [Br:1][C:2]1[CH:7]=[C:6]([F:8])[C:5]([F:9])=[CH:4][C:3]=1[CH:10]=[O:11]. The reactants are [Br:1][C:2]1[CH:7]=[C:6]([F:8])[C:5]([F:9])=[CH:4][C:3]=1[CH2:10][OH:11].C(N(CC)CC)C.CS(C)=O.N1C=CC=CC=1.S(=O)(=O)=O. The catalyst is ClCCl. The yield is 0.390. (3) The reactants are Cl.NO.C([N:6](C(C)C)C(C)C)C.C(OC([NH:18][C:19]([NH:21][C:22]1[CH:27]=[CH:26][C:25]([Br:28])=[CH:24][N:23]=1)=S)=O)C. The catalyst is C(O)C. The product is [Br:28][C:25]1[CH:26]=[CH:27][C:22]2[N:23]([N:6]=[C:19]([NH2:18])[N:21]=2)[CH:24]=1. The yield is 0.850.